This data is from Catalyst prediction with 721,799 reactions and 888 catalyst types from USPTO. The task is: Predict which catalyst facilitates the given reaction. (1) Reactant: [CH2:1](O)[CH2:2][C:3]#[C:4][CH2:5][CH2:6][CH2:7][CH3:8].C1(P(C2C=CC=CC=2)C2C=CC=CC=2)C=CC=CC=1.C1C(=O)N([Br:36])C(=O)C1. Product: [Br:36][CH2:1][CH2:2][C:3]#[C:4][CH2:5][CH2:6][CH2:7][CH3:8]. The catalyst class is: 3. (2) Reactant: [ClH:1].[Cl-:2].[NH2:3][C:4]([CH3:17])([CH3:16])[CH2:5][CH2:6][N+:7]1([CH3:15])[CH2:12][CH2:11][C:10]([F:14])([F:13])[CH2:9][CH2:8]1.C(O[Cl:23])(C)(C)C.O. Product: [Cl-:23].[Cl:1][N:3]([Cl:2])[C:4]([CH3:17])([CH3:16])[CH2:5][CH2:6][N+:7]1([CH3:15])[CH2:12][CH2:11][C:10]([F:14])([F:13])[CH2:9][CH2:8]1. The catalyst class is: 5.